Dataset: Full USPTO retrosynthesis dataset with 1.9M reactions from patents (1976-2016). Task: Predict the reactants needed to synthesize the given product. (1) Given the product [Cl:11][C:12]1[C:13]([F:38])=[C:14]([NH:18][C:19]2[C:28]3[C:23](=[CH:24][C:25]([O:31][CH:32]4[CH2:37][CH2:36][N:35]([C:6](=[O:7])[CH2:5][N:3]([CH3:4])[CH3:2])[CH2:34][CH2:33]4)=[C:26]([O:29][CH3:30])[CH:27]=3)[N:22]=[CH:21][N:20]=2)[CH:15]=[CH:16][CH:17]=1, predict the reactants needed to synthesize it. The reactants are: Cl.[CH3:2][N:3]([CH2:5][C:6](Cl)=[O:7])[CH3:4].Cl.Cl.[Cl:11][C:12]1[C:13]([F:38])=[C:14]([NH:18][C:19]2[C:28]3[C:23](=[CH:24][C:25]([O:31][CH:32]4[CH2:37][CH2:36][NH:35][CH2:34][CH2:33]4)=[C:26]([O:29][CH3:30])[CH:27]=3)[N:22]=[CH:21][N:20]=2)[CH:15]=[CH:16][CH:17]=1.C(N(C(C)C)CC)(C)C. (2) Given the product [CH3:15][O:16][C:17]1[CH:25]=[C:24]2[C:20]([CH:21]=[C:22]([C:26]([NH:1][C@@H:2]3[CH2:7][CH2:6][CH2:5][NH:4][CH2:3]3)=[O:27])[NH:23]2)=[CH:19][CH:18]=1, predict the reactants needed to synthesize it. The reactants are: [NH2:1][C@@H:2]1[CH2:7][CH2:6][CH2:5][N:4](C(OC(C)(C)C)=O)[CH2:3]1.[CH3:15][O:16][C:17]1[CH:25]=[C:24]2[C:20]([CH:21]=[C:22]([C:26](O)=[O:27])[NH:23]2)=[CH:19][CH:18]=1. (3) The reactants are: [F:1][C:2]1[CH:3]=[C:4]([CH2:9][C:10]([NH:12][C@H:13]([C:15]([OH:17])=O)[CH3:14])=[O:11])[CH:5]=[C:6]([F:8])[CH:7]=1.Cl.[NH2:19][C:20]1([C:23]([O:25][CH3:26])=[O:24])[CH2:22][CH2:21]1. Given the product [F:8][C:6]1[CH:5]=[C:4]([CH2:9][C:10]([NH:12][C@H:13]([C:15]([NH:19][C:20]2([C:23]([O:25][CH3:26])=[O:24])[CH2:22][CH2:21]2)=[O:17])[CH3:14])=[O:11])[CH:3]=[C:2]([F:1])[CH:7]=1, predict the reactants needed to synthesize it.